Dataset: Reaction yield outcomes from USPTO patents with 853,638 reactions. Task: Predict the reaction yield, written as a fraction of the theoretical maximum amount of product (1.0 means a 100% yield; for example, 0.34 means a 34% yield). (1) The reactants are [F:1][C:2]1[CH:3]=[C:4]([C:9]2[CH:14]=[CH:13][CH:12]=[CH:11][C:10]=2[S:15]([CH3:18])(=[O:17])=[O:16])[CH:5]=[CH:6][C:7]=1[NH2:8].[C:19]([O-:22])(O)=O.[Na+].[Cl-].[C:25](OCC)(=O)[CH3:26]. No catalyst specified. The product is [F:1][C:2]1[CH:3]=[C:4]([C:9]2[CH:14]=[CH:13][CH:12]=[CH:11][C:10]=2[S:15]([CH3:18])(=[O:17])=[O:16])[CH:5]=[CH:6][C:7]=1[NH:8][C:19](=[O:22])[CH:25]=[CH2:26]. The yield is 0.940. (2) The reactants are [NH2:1][C:2]1[CH:7]=[CH:6][C:5]([C:8]2[N:9]([CH2:21][CH3:22])[C:10]3[C:15]([C:16]=2[C:17]#[N:18])=[CH:14][CH:13]=[C:12]([O:19][CH3:20])[CH:11]=3)=[CH:4][CH:3]=1.Cl[C:24]([O:26][CH2:27][CH3:28])=[O:25]. The catalyst is CCOC(C)=O.C([O-])(O)=O.[Na+].O. The product is [CH2:27]([O:26][C:24](=[O:25])[NH:1][C:2]1[CH:3]=[CH:4][C:5]([C:8]2[N:9]([CH2:21][CH3:22])[C:10]3[C:15]([C:16]=2[C:17]#[N:18])=[CH:14][CH:13]=[C:12]([O:19][CH3:20])[CH:11]=3)=[CH:6][CH:7]=1)[CH3:28]. The yield is 0.550. (3) The reactants are [NH2:1][C:2]1[CH:10]=[C:9]([CH3:11])[C:8]2[N:7](C(OC(C)(C)C)=O)[C@H:6]3[CH2:19][CH2:20][N:21](C(OC(C)(C)C)=O)[CH2:22][C@H:5]3[C:4]=2[CH:3]=1.Br[C:31]1[CH:36]=[CH:35][C:34]([Cl:37])=[C:33]([Cl:38])[CH:32]=1. No catalyst specified. The product is [Cl:37][C:34]1[CH:35]=[C:36]([NH:1][C:2]2[CH:10]=[C:9]([CH3:11])[C:8]3[NH:7][C@H:6]4[CH2:19][CH2:20][NH:21][CH2:22][C@H:5]4[C:4]=3[CH:3]=2)[CH:31]=[CH:32][C:33]=1[Cl:38]. The yield is 0.340. (4) The reactants are [CH3:1][N:2]1[C:12](=[O:13])[CH2:11][CH2:10][C:5]2(OCC[O:6]2)[CH2:4][CH2:3]1.C([O-])([O-])=O.[K+].[K+].C(Cl)(Cl)Cl.C(Cl)(Cl)Cl.CO. The catalyst is C(O)=O. The product is [CH3:1][N:2]1[CH2:3][CH2:4][C:5](=[O:6])[CH2:10][CH2:11][C:12]1=[O:13]. The yield is 0.720. (5) The reactants are [F:1][C:2]1[CH:3]=[C:4]2[C:9](=[C:10]([NH2:12])[CH:11]=1)[N:8]=[CH:7][CH:6]=[CH:5]2.[F:13][C:14]1[CH:19]=[CH:18][CH:17]=[C:16]([F:20])[C:15]=1[S:21](Cl)(=[O:23])=[O:22]. The catalyst is CN(C1C=CN=CC=1)C. The product is [F:13][C:14]1[CH:19]=[CH:18][CH:17]=[C:16]([F:20])[C:15]=1[S:21]([NH:12][C:10]1[CH:11]=[C:2]([F:1])[CH:3]=[C:4]2[C:9]=1[N:8]=[CH:7][CH:6]=[CH:5]2)(=[O:23])=[O:22]. The yield is 0.550. (6) The reactants are [CH2:1]([O:8][C:9]1[CH:10]=[C:11]([CH:15]=[CH:16][CH:17]=1)[C:12]([OH:14])=O)[CH2:2][CH2:3][CH2:4][CH2:5][CH2:6][CH3:7].S(Cl)(Cl)=O.[NH2:22][C:23]1[CH:28]=[CH:27][CH:26]=[CH:25][C:24]=1[S:29]([NH2:32])(=[O:31])=[O:30]. The catalyst is C1C=CC=CC=1. The product is [CH2:1]([O:8][C:9]1[CH:10]=[C:11]([CH:15]=[CH:16][CH:17]=1)[C:12]([NH:22][C:23]1[CH:28]=[CH:27][CH:26]=[CH:25][C:24]=1[S:29](=[O:31])(=[O:30])[NH2:32])=[O:14])[CH2:2][CH2:3][CH2:4][CH2:5][CH2:6][CH3:7]. The yield is 0.600.